From a dataset of Full USPTO retrosynthesis dataset with 1.9M reactions from patents (1976-2016). Predict the reactants needed to synthesize the given product. (1) Given the product [ClH:39].[F:34][C:33]1[CH:32]=[CH:31][CH:30]=[C:29]([F:35])[C:28]=1[C:27]1[CH:26]=[C:25]2[C:16]([N:17]3[C:22]([CH2:23][O:24]2)=[N:21][NH:20][C:19](=[O:36])[C@H:18]3[CH3:37])=[CH:15][C:14]=1[C@@H:11]1[CH2:12][CH2:13][NH:8][CH2:9][C@@H:10]1[CH3:38], predict the reactants needed to synthesize it. The reactants are: C(OC([N:8]1[CH2:13][CH2:12][C@@H:11]([C:14]2[CH:15]=[C:16]3[C:25](=[CH:26][C:27]=2[C:28]2[C:33]([F:34])=[CH:32][CH:31]=[CH:30][C:29]=2[F:35])[O:24][CH2:23][C:22]2[N:17]3[C@H:18]([CH3:37])[C:19](=[O:36])[NH:20][N:21]=2)[C@@H:10]([CH3:38])[CH2:9]1)=O)(C)(C)C.[ClH:39]. (2) Given the product [CH3:28][S:29]([O:1][CH2:2][CH2:3][C:4]1[CH:5]=[CH:6][C:7]([O:8][CH2:9][C:10]2[N:11]=[C:12]([NH:15][C:16](=[O:18])[CH3:17])[S:13][CH:14]=2)=[CH:19][CH:20]=1)(=[O:31])=[O:30], predict the reactants needed to synthesize it. The reactants are: [OH:1][CH2:2][CH2:3][C:4]1[CH:20]=[CH:19][C:7]([O:8][CH2:9][C:10]2[N:11]=[C:12]([NH:15][C:16](=[O:18])[CH3:17])[S:13][CH:14]=2)=[CH:6][CH:5]=1.C(N(CC)CC)C.[CH3:28][S:29](Cl)(=[O:31])=[O:30].O. (3) Given the product [C:1]([O:5][C:6]([N:8]1[CH2:9][C@H:10]([CH2:35][O:36][S:46]([C:45]([F:58])([F:57])[F:44])(=[O:48])=[O:47])[N:11]([C:15]2[CH:20]=[CH:19][C:18]([O:21][CH2:22][CH2:23][CH2:24][O:25][CH2:26][C:27]3[CH:32]=[CH:31][CH:30]=[CH:29][C:28]=3[O:33][CH3:34])=[CH:17][CH:16]=2)[C:12](=[O:14])[CH2:13]1)=[O:7])([CH3:2])([CH3:4])[CH3:3], predict the reactants needed to synthesize it. The reactants are: [C:1]([O:5][C:6]([N:8]1[CH2:13][C:12](=[O:14])[N:11]([C:15]2[CH:20]=[CH:19][C:18]([O:21][CH2:22][CH2:23][CH2:24][O:25][CH2:26][C:27]3[CH:32]=[CH:31][CH:30]=[CH:29][C:28]=3[O:33][CH3:34])=[CH:17][CH:16]=2)[C@@H:10]([CH2:35][OH:36])[CH2:9]1)=[O:7])([CH3:4])([CH3:3])[CH3:2].C(N(CC)CC)C.[F:44][C:45]([F:58])([F:57])[S:46](O[S:46]([C:45]([F:58])([F:57])[F:44])(=[O:48])=[O:47])(=[O:48])=[O:47]. (4) Given the product [OH:17][CH2:16][CH2:15][O:14][CH2:13][CH2:12][O:10][C:7]1[CH:8]=[CH:9][C:4]([C:2](=[O:3])[CH3:1])=[CH:5][CH:6]=1, predict the reactants needed to synthesize it. The reactants are: [CH3:1][C:2]([C:4]1[CH:5]=[CH:6][C:7]([OH:10])=[CH:8][CH:9]=1)=[O:3].Cl[CH2:12][CH2:13][O:14][CH2:15][CH2:16][OH:17].C([O-])([O-])=O.[K+].[K+].O.